From a dataset of Full USPTO retrosynthesis dataset with 1.9M reactions from patents (1976-2016). Predict the reactants needed to synthesize the given product. (1) Given the product [Br:18][C:14]1[CH:13]=[C:12]2[C:17](=[N:16][CH:15]=1)[NH:8][CH2:9][CH2:10][C:11]2=[O:19], predict the reactants needed to synthesize it. The reactants are: C(OC([N:8]1[C:17]2[C:12](=[CH:13][C:14]([Br:18])=[CH:15][N:16]=2)[C:11](=[O:19])[CH2:10][CH2:9]1)=O)(C)(C)C.Cl.O1CCOCC1. (2) Given the product [Cl:37][C:26]1[CH:27]=[C:28]([O:31][CH2:32][CH2:33][CH2:34][CH2:35][CH3:36])[CH:29]=[CH:30][C:25]=1[CH2:24][N:8]1[C:7]2[CH:9]=[C:10]([O:14][CH2:15][CH2:16][CH2:17][C:18]([O:20][CH2:21][CH3:22])=[O:19])[CH:11]=[C:12]([CH3:13])[C:6]=2[N:5]=[C:4]1[O:3][CH2:1][CH3:2], predict the reactants needed to synthesize it. The reactants are: [CH2:1]([O:3][C:4]1[NH:8][C:7]2[CH:9]=[C:10]([O:14][CH2:15][CH2:16][CH2:17][C:18]([O:20][CH2:21][CH3:22])=[O:19])[CH:11]=[C:12]([CH3:13])[C:6]=2[N:5]=1)[CH3:2].Br[CH2:24][C:25]1[CH:30]=[CH:29][C:28]([O:31][CH2:32][CH2:33][CH2:34][CH2:35][CH3:36])=[CH:27][C:26]=1[Cl:37]. (3) Given the product [F:54][C:51]1[CH:50]=[CH:49][C:48]([CH2:47][O:46][C:37]2[CH:38]=[CH:39][C:40]([C:42]([F:45])([F:44])[F:43])=[CH:41][C:36]=2[C:31]2[CH:32]=[N:33][CH:34]=[CH:35][C:30]=2[C:22]2[CH:21]=[C:20]([CH:25]=[C:24]([NH:26][C:27](=[O:29])[CH3:28])[CH:23]=2)[C:19]([OH:55])=[O:18])=[CH:53][CH:52]=1, predict the reactants needed to synthesize it. The reactants are: C(OC(=O)C1C=C(NC(=O)C)C=CC=1)C.C([O:18][C:19](=[O:55])[C:20]1[CH:25]=[C:24]([NH:26][C:27](=[O:29])[CH3:28])[CH:23]=[C:22]([C:30]2[CH:35]=[CH:34][N:33]=[CH:32][C:31]=2[C:36]2[CH:41]=[C:40]([C:42]([F:45])([F:44])[F:43])[CH:39]=[CH:38][C:37]=2[O:46][CH2:47][C:48]2[CH:53]=[CH:52][C:51]([F:54])=[CH:50][CH:49]=2)[CH:21]=1)C. (4) Given the product [C:16]1([NH:15][C:12]([C:8]2[C:7]([C:1]3[CH:2]=[CH:3][CH:4]=[CH:5][CH:6]=3)=[CH:11][NH:10][N:9]=2)=[O:14])[CH:21]=[CH:20][CH:19]=[CH:18][CH:17]=1, predict the reactants needed to synthesize it. The reactants are: [C:1]1([C:7]2[C:8]([C:12]([OH:14])=O)=[N:9][NH:10][CH:11]=2)[CH:6]=[CH:5][CH:4]=[CH:3][CH:2]=1.[NH2:15][C:16]1[CH:21]=[CH:20][CH:19]=[CH:18][CH:17]=1.CCN=C=NCCCN(C)C.C1C=CC2N(O)N=NC=2C=1. (5) Given the product [CH:10]([C:3]1[C:4]2[C:9](=[CH:8][CH:7]=[CH:6][CH:5]=2)[N:1]([C:12]([O:14][C:15]([CH3:18])([CH3:17])[CH3:16])=[O:13])[CH:2]=1)=[O:11].[NH:1]1[C:9]2[C:4](=[CH:5][CH:6]=[CH:7][CH:8]=2)[C:3]([C:10](=[O:11])[CH:9]([NH:1][C:2]2[CH:3]=[CH:4][CH:25]=[C:23]([O:22][CH3:20])[CH:26]=2)[C:28]2[CH:27]=[N:29][CH:5]=[CH:6][CH:7]=2)=[CH:2]1, predict the reactants needed to synthesize it. The reactants are: [NH:1]1[C:9]2[C:4](=[CH:5][CH:6]=[CH:7][CH:8]=2)[C:3]([CH:10]=[O:11])=[CH:2]1.[C:12](O[C:20]([O:22][C:23]([CH3:26])([CH3:25])C)=O)([O:14][C:15]([CH3:18])([CH3:17])[CH3:16])=[O:13].[C:27](#[N:29])[CH3:28]. (6) The reactants are: [OH:1][NH2:2].[O:3]([C@H:10]1[CH2:15][C@H:14]([C:16](OC)=[O:17])[C@@H:13]([C:20]([N:22]2[CH2:27][CH2:26][N:25]([C:28]3[CH:33]=[CH:32][CH:31]=[CH:30][CH:29]=3)[CH2:24][CH2:23]2)=[O:21])[CH2:12][CH2:11]1)[C:4]1[CH:9]=[CH:8][CH:7]=[CH:6][CH:5]=1.C(O)(C(F)(F)F)=O. Given the product [OH:1][NH:2][C:16]([C@H:14]1[CH2:15][C@H:10]([O:3][C:4]2[CH:9]=[CH:8][CH:7]=[CH:6][CH:5]=2)[CH2:11][CH2:12][C@@H:13]1[C:20]([N:22]1[CH2:27][CH2:26][N:25]([C:28]2[CH:29]=[CH:30][CH:31]=[CH:32][CH:33]=2)[CH2:24][CH2:23]1)=[O:21])=[O:17], predict the reactants needed to synthesize it. (7) Given the product [Br:1][C:2]1[CH:3]=[C:4]([CH3:11])[C:5]2[N:10]=[N:12][N:8]([CH3:9])[C:6]=2[CH:7]=1, predict the reactants needed to synthesize it. The reactants are: [Br:1][C:2]1[CH:7]=[C:6]([NH:8][CH3:9])[C:5]([NH2:10])=[C:4]([CH3:11])[CH:3]=1.[N:12]([O-])=O.[Na+].[OH-].[Na+].